Dataset: Forward reaction prediction with 1.9M reactions from USPTO patents (1976-2016). Task: Predict the product of the given reaction. Given the reactants [H-].[Al+3].[Li+].[H-].[H-].[H-].C[O:8][C:9](=O)[CH2:10][NH:11][CH2:12][C:13]1[CH:18]=[CH:17][C:16]([C:19]([N:21]2[CH2:30][C:29]3[CH:28]=[N:27][N:26]([CH3:31])[C:25]=3[NH:24][C:23]3[CH:32]=[C:33]([Cl:36])[CH:34]=[CH:35][C:22]2=3)=[O:20])=[CH:15][C:14]=1[F:37].C1C(N=NC2C3C=CC(S([O-])(=O)=O)=CC=3C=CC=2O)=CC=C(S([O-])(=O)=O)C=1.[Na+].[Na+], predict the reaction product. The product is: [Cl:36][C:33]1[CH:34]=[CH:35][C:22]2[N:21]([C:19]([C:16]3[CH:17]=[CH:18][C:13]([CH2:12][NH:11][CH2:10][CH2:9][OH:8])=[C:14]([F:37])[CH:15]=3)=[O:20])[CH2:30][C:29]3[CH:28]=[N:27][N:26]([CH3:31])[C:25]=3[NH:24][C:23]=2[CH:32]=1.